This data is from Full USPTO retrosynthesis dataset with 1.9M reactions from patents (1976-2016). The task is: Predict the reactants needed to synthesize the given product. (1) The reactants are: Cl[C:2]1[C:11]2=[N:12][N:13]([CH2:16][CH2:17][CH3:18])[C:14]([CH3:15])=[C:10]2[C:9]2[CH:8]=[CH:7][CH:6]=[CH:5][C:4]=2[N:3]=1.[NH3:19]. Given the product [CH3:15][C:14]1[N:13]([CH2:16][CH2:17][CH3:18])[N:12]=[C:11]2[C:10]=1[C:9]1[CH:8]=[CH:7][CH:6]=[CH:5][C:4]=1[N:3]=[C:2]2[NH2:19], predict the reactants needed to synthesize it. (2) Given the product [NH2:23][C:19]1[CH:20]=[C:21]([CH3:22])[C:16]([O:15][C:12]2[CH:13]=[CH:14][C:9]([OH:8])=[C:10]([S:27]([NH:30][CH2:31][C:32]([CH3:35])([CH3:34])[CH3:33])(=[O:29])=[O:28])[CH:11]=2)=[C:17]([CH3:26])[CH:18]=1, predict the reactants needed to synthesize it. The reactants are: C([O:8][C:9]1[CH:14]=[CH:13][C:12]([O:15][C:16]2[C:21]([CH3:22])=[CH:20][C:19]([N+:23]([O-])=O)=[CH:18][C:17]=2[CH3:26])=[CH:11][C:10]=1[S:27]([NH:30][CH2:31][C:32]([CH3:35])([CH3:34])[CH3:33])(=[O:29])=[O:28])C1C=CC=CC=1.